This data is from Peptide-MHC class II binding affinity with 134,281 pairs from IEDB. The task is: Regression. Given a peptide amino acid sequence and an MHC pseudo amino acid sequence, predict their binding affinity value. This is MHC class II binding data. (1) The peptide sequence is SWLNLAAHHPLRMVL. The MHC is DRB1_0401 with pseudo-sequence DRB1_0401. The binding affinity (normalized) is 0.540. (2) The peptide sequence is PVTGCGERTEGRCLHYTV. The MHC is DRB3_0101 with pseudo-sequence DRB3_0101. The binding affinity (normalized) is 0. (3) The peptide sequence is TILPLMALLTPVTMA. The MHC is DRB1_0701 with pseudo-sequence DRB1_0701. The binding affinity (normalized) is 0.851. (4) The peptide sequence is GTSDEFPHSNGEIED. The MHC is DRB1_0701 with pseudo-sequence DRB1_0701. The binding affinity (normalized) is 0.183. (5) The peptide sequence is ELVPEDPEDSAL. The MHC is DRB1_0701 with pseudo-sequence DRB1_0701. The binding affinity (normalized) is 0.